This data is from Full USPTO retrosynthesis dataset with 1.9M reactions from patents (1976-2016). The task is: Predict the reactants needed to synthesize the given product. (1) Given the product [CH3:13][C:14]1[N:15]=[C:16]([C:19]2[CH:20]=[N:21][CH:22]=[CH:23][CH:24]=2)[S:17][C:18]=1[C:2]1[CH:11]=[CH:10][C:9]2[CH2:8][CH2:7][CH2:6][C:5](=[O:12])[C:4]=2[N:3]=1, predict the reactants needed to synthesize it. The reactants are: Cl[C:2]1[CH:11]=[CH:10][C:9]2[CH2:8][CH2:7][CH2:6][C:5](=[O:12])[C:4]=2[N:3]=1.[CH3:13][C:14]1[N:15]=[C:16]([C:19]2[CH:20]=[N:21][CH:22]=[CH:23][CH:24]=2)[S:17][CH:18]=1.C([O-])(=O)C.[K+]. (2) Given the product [Cl:22][C:18]1[CH:17]=[C:16]([C:15]#[C:14][C:10]2([OH:13])[CH2:11][CH2:12][NH:8][CH2:9]2)[CH:21]=[CH:20][CH:19]=1, predict the reactants needed to synthesize it. The reactants are: C(OC([N:8]1[CH2:12][CH2:11][C:10]([C:14]#[C:15][C:16]2[CH:21]=[CH:20][CH:19]=[C:18]([Cl:22])[CH:17]=2)([OH:13])[CH2:9]1)=O)(C)(C)C. (3) Given the product [NH2:11][C:3]1[C:2]([Cl:1])=[CH:10][CH:9]=[CH:8][C:4]=1[C:5]([OH:7])=[O:6], predict the reactants needed to synthesize it. The reactants are: [Cl:1][C:2]1[C:3]([N+:11]([O-])=O)=[C:4]([CH:8]=[CH:9][CH:10]=1)[C:5]([OH:7])=[O:6].CO.[BH4-].[Na+]. (4) Given the product [F:18][C:2]([F:1])([F:17])[C:3]1[CH:4]=[CH:5][C:6]([O:9][C:10]2[CH:11]=[CH:12][C:13]([O:16][C:28](=[O:29])[N:27]([C:24]3[CH:25]=[CH:26][C:21]([Cl:20])=[CH:22][CH:23]=3)[CH3:36])=[CH:14][CH:15]=2)=[N:7][CH:8]=1, predict the reactants needed to synthesize it. The reactants are: [F:1][C:2]([F:18])([F:17])[C:3]1[CH:4]=[CH:5][C:6]([O:9][C:10]2[CH:15]=[CH:14][C:13]([OH:16])=[CH:12][CH:11]=2)=[N:7][CH:8]=1.[I-].[Cl:20][C:21]1[CH:26]=[CH:25][C:24]([N:27]([CH3:36])[C:28](N2C=C[N+](C)=C2)=[O:29])=[CH:23][CH:22]=1. (5) Given the product [Br:13][C:9]1[CH:10]=[C:11]2[C:6](=[CH:7][CH:8]=1)[NH:5][CH2:4][CH:3]([CH2:1][CH3:2])[CH2:12]2, predict the reactants needed to synthesize it. The reactants are: [CH2:1]([CH:3]1[CH2:12][C:11]2[C:6](=[CH:7][CH:8]=[CH:9][CH:10]=2)[NH:5][CH2:4]1)[CH3:2].[Br:13]N1C(=O)CCC1=O. (6) Given the product [CH3:24][N:23]([CH3:25])[C:22]([CH2:21][NH:20][C:18]([C:17]1[CH:27]=[CH:28][C:29]2[N:30]([CH3:32])[C:31]([NH:11][C:9]3[S:10][C:6]4[CH:5]=[C:4]([O:3][CH2:1][CH3:2])[CH:13]=[CH:12][C:7]=4[N:8]=3)=[N:14][C:15]=2[CH:16]=1)=[O:19])=[O:26], predict the reactants needed to synthesize it. The reactants are: [CH2:1]([O:3][C:4]1[CH:13]=[CH:12][C:7]2[N:8]=[C:9]([NH2:11])[S:10][C:6]=2[CH:5]=1)[CH3:2].[NH2:14][C:15]1[CH:16]=[C:17]([CH:27]=[CH:28][C:29]=1[NH:30][CH3:31])[C:18]([NH:20][CH2:21][C:22](=[O:26])[N:23]([CH3:25])[CH3:24])=[O:19].[CH2:32](Cl)CCl.